Dataset: hERG Central: cardiac toxicity at 1µM, 10µM, and general inhibition. Task: Predict hERG channel inhibition at various concentrations. (1) The drug is CCOC(=O)C1CCN(S(=O)(=O)c2cccc(-c3csc(C)n3)c2)CC1. Results: hERG_inhib (hERG inhibition (general)): blocker. (2) The drug is O=S(=O)(NCC(c1cccnc1)N1CCN(c2ccc(F)cc2)CC1)c1cc(F)ccc1F. Results: hERG_inhib (hERG inhibition (general)): blocker. (3) The molecule is CCN(Cc1ccncc1)C(=O)c1cc(COc2c(C)cccc2C)on1. Results: hERG_inhib (hERG inhibition (general)): blocker. (4) The drug is O=C(CSc1nc(-c2ccccc2)cs1)N1CCN(C(=O)c2ccco2)CC1. Results: hERG_inhib (hERG inhibition (general)): blocker.